This data is from Full USPTO retrosynthesis dataset with 1.9M reactions from patents (1976-2016). The task is: Predict the reactants needed to synthesize the given product. (1) Given the product [CH3:27][O:26][C:23]1[CH:22]=[CH:21][C:20]([CH2:19][NH:8][S:9]([NH:12][CH2:13][C:14]([O:16][CH2:17][CH3:18])=[O:15])(=[O:10])=[O:11])=[CH:25][CH:24]=1, predict the reactants needed to synthesize it. The reactants are: C(OC([N:8]([CH2:19][C:20]1[CH:25]=[CH:24][C:23]([O:26][CH3:27])=[CH:22][CH:21]=1)[S:9]([NH:12][CH2:13][C:14]([O:16][CH2:17][CH3:18])=[O:15])(=[O:11])=[O:10])=O)(C)(C)C. (2) Given the product [CH2:14]([O:13][C:11]([C:10]1[C:9]([CH3:16])=[N:8][N:7]2[C:2]([O:1][CH2:26][C:20]3[CH:21]=[CH:22][CH:23]=[C:24]([F:25])[C:19]=3[F:18])=[CH:3][C:4]([CH3:17])=[CH:5][C:6]=12)=[O:12])[CH3:15], predict the reactants needed to synthesize it. The reactants are: [OH:1][C:2]1[N:7]2[N:8]=[C:9]([CH3:16])[C:10]([C:11]([O:13][CH2:14][CH3:15])=[O:12])=[C:6]2[CH:5]=[C:4]([CH3:17])[CH:3]=1.[F:18][C:19]1[C:24]([F:25])=[CH:23][CH:22]=[CH:21][C:20]=1[CH2:26]O.C1(P(C2C=CC=CC=2)C2C=CC=CC=2)C=CC=CC=1.N(C(OCC)=O)=NC(OCC)=O. (3) Given the product [Cl:24][C:7]1[CH:6]=[CH:5][C:4]([C:1]([OH:3])([CH3:27])[CH3:2])=[CH:9][C:8]=1[NH:10][S:11]([C:14]1[CH:19]=[CH:18][C:17]([O:20][CH3:21])=[C:16]([O:22][CH3:23])[CH:15]=1)(=[O:13])=[O:12], predict the reactants needed to synthesize it. The reactants are: [C:1]([C:4]1[CH:5]=[CH:6][C:7]([Cl:24])=[C:8]([NH:10][S:11]([C:14]2[CH:19]=[CH:18][C:17]([O:20][CH3:21])=[C:16]([O:22][CH3:23])[CH:15]=2)(=[O:13])=[O:12])[CH:9]=1)(=[O:3])[CH3:2].C[Li].[CH3:27]COCC. (4) Given the product [ClH:12].[ClH:12].[Cl:12][CH2:2][CH2:3][N:4]1[CH2:9][CH2:8][NH:7][CH2:6][CH2:5]1, predict the reactants needed to synthesize it. The reactants are: O[CH2:2][CH2:3][N:4]1[CH2:9][CH2:8][NH:7][CH2:6][CH2:5]1.S(Cl)([Cl:12])=O. (5) Given the product [C:1]([O:5][C:6](=[O:7])[NH:8][C@H:9]([CH:13]([CH3:15])[CH3:14])[C:10]([N:23]([CH2:16][C:17]1[CH:22]=[CH:21][CH:20]=[CH:19][CH:18]=1)[CH2:24][CH2:25][OH:26])=[O:12])([CH3:2])([CH3:3])[CH3:4], predict the reactants needed to synthesize it. The reactants are: [C:1]([O:5][C:6]([NH:8][C@H:9]([CH:13]([CH3:15])[CH3:14])[C:10]([OH:12])=O)=[O:7])([CH3:4])([CH3:3])[CH3:2].[CH2:16]([NH:23][CH2:24][CH2:25][OH:26])[C:17]1[CH:22]=[CH:21][CH:20]=[CH:19][CH:18]=1.CN(C(ON1N=NC2C=CC=NC1=2)=[N+](C)C)C.F[P-](F)(F)(F)(F)F.CCN(CC)CC.